The task is: Predict the reactants needed to synthesize the given product.. This data is from Full USPTO retrosynthesis dataset with 1.9M reactions from patents (1976-2016). (1) Given the product [CH3:28][C:23]1[CH:22]=[C:21]([CH:26]=[CH:25][C:24]=1[CH3:27])[C:20]([C:11]1[C:12](=[O:19])[C:13]2[C:18](=[CH:17][CH:16]=[CH:15][CH:14]=2)[N:9]([CH2:8][C:6]2[NH:7][C:2](=[O:33])[CH:3]=[CH:4][CH:5]=2)[CH:10]=1)=[O:29], predict the reactants needed to synthesize it. The reactants are: Br[C:2]1[N:7]=[C:6]([CH2:8][N:9]2[C:18]3[C:13](=[CH:14][CH:15]=[CH:16][CH:17]=3)[C:12](=[O:19])[C:11]([C:20](=[O:29])[C:21]3[CH:26]=[CH:25][C:24]([CH3:27])=[C:23]([CH3:28])[CH:22]=3)=[CH:10]2)[CH:5]=[CH:4][CH:3]=1.Cl.C(O)(=[O:33])C. (2) Given the product [CH3:1][O:2][C:3](=[O:12])[C:4]1[CH:9]=[CH:8][C:7]([CH:13]=[CH2:14])=[N:6][C:5]=1[NH2:11], predict the reactants needed to synthesize it. The reactants are: [CH3:1][O:2][C:3](=[O:12])[C:4]1[CH:9]=[CH:8][C:7](Cl)=[N:6][C:5]=1[NH2:11].[CH:13]([Sn](CCCC)(CCCC)CCCC)=[CH2:14].O.C(OCC)(=O)C. (3) Given the product [CH2:27]([O:19][C:5]1[CH:4]=[C:3]([O:20][CH2:8][C:6]2[CH:7]=[CH:2][CH:3]=[CH:4][CH:5]=2)[C:2]([Cl:1])=[CH:7][C:6]=1[C:8](=[O:18])[CH2:9][C:10]1[CH:11]=[CH:12][C:13]([O:16][CH3:17])=[CH:14][CH:15]=1)[C:28]1[CH:33]=[CH:32][CH:31]=[CH:30][CH:29]=1, predict the reactants needed to synthesize it. The reactants are: [Cl:1][C:2]1[C:3]([OH:20])=[CH:4][C:5]([OH:19])=[C:6]([C:8](=[O:18])[CH2:9][C:10]2[CH:15]=[CH:14][C:13]([O:16][CH3:17])=[CH:12][CH:11]=2)[CH:7]=1.C(=O)([O-])[O-].[K+].[K+].[CH2:27](Br)[C:28]1[CH:33]=[CH:32][CH:31]=[CH:30][CH:29]=1. (4) Given the product [C:27]([C:28]1[N:30]=[CH:2][C:3]2[CH2:12][CH2:11][C@H:10]3[C@H:9]([CH3:13])[C:8]4([CH2:7][CH2:6][C@:5]3([C:18]3[CH:19]=[CH:20][CH:21]=[CH:22][CH:23]=3)[C:4]=2[N:29]=1)[O:14][CH2:15][CH2:16][O:17]4)([CH3:32])([CH3:31])[CH3:26], predict the reactants needed to synthesize it. The reactants are: O/[CH:2]=[C:3]1\[C:4](=O)[C@:5]2([C:18]3[CH:23]=[CH:22][CH:21]=[CH:20][CH:19]=3)[C@@H:10]([CH2:11][CH2:12]\1)[C@H:9]([CH3:13])[C:8]1([O:17][CH2:16][CH2:15][O:14]1)[CH2:7][CH2:6]2.Cl.[CH3:26][C:27]([CH3:32])([CH3:31])[C:28](=[NH:30])[NH2:29].N1CCCCC1. (5) Given the product [F:9][C:6]1[N:7]=[CH:8][C:3]([CH2:2][N:11]2[CH2:16][CH2:15][O:14][CH2:13][CH2:12]2)=[C:4]([I:10])[CH:5]=1, predict the reactants needed to synthesize it. The reactants are: Br[CH2:2][C:3]1[C:4]([I:10])=[CH:5][C:6]([F:9])=[N:7][CH:8]=1.[NH:11]1[CH2:16][CH2:15][O:14][CH2:13][CH2:12]1.CC#N.C(N(CC)C(C)C)(C)C. (6) Given the product [CH3:10][O:9][C:7]([C:6]1[CH:5]=[C:4]([Br:26])[C:3](=[O:2])[N:13]([C@H:14]([C:16]2[CH:21]=[CH:20][CH:19]=[CH:18][CH:17]=2)[CH3:15])[C:11]=1[CH3:12])=[O:8], predict the reactants needed to synthesize it. The reactants are: C[O:2][C:3](=O)[CH:4]=[CH:5][C:6](=[C:11]([NH:13][C@H:14]([C:16]1[CH:21]=[CH:20][CH:19]=[CH:18][CH:17]=1)[CH3:15])[CH3:12])[C:7]([O:9][CH3:10])=[O:8].C[O-].[Na+].[Br:26]N1C(=O)CCC1=O. (7) The reactants are: [C:1]([O:4][C@H:5]1[C@H:18]([O:19]C(=O)C)[C@@H:17]([CH2:23][O:24][C:25](=[O:27])[CH3:26])[O:16][C@@H:7]([S:8][C:9]2[CH:14]=[CH:13][C:12]([CH3:15])=[CH:11][CH:10]=2)[C@@H:6]1[NH:28][C:29]([O:31][CH2:32][C:33]([Cl:36])([Cl:35])[Cl:34])=[O:30])(=[O:3])[CH3:2].C[O-].[Na+].N1[CH:45]=[CH:44][CH:43]=[CH:42][CH:41]=1.C(Cl)([C:48]1[CH:53]=[CH:52]C=[CH:50][CH:49]=1)=O. Given the product [C:1]([O:4][C@H:5]1[C@H:18]([OH:19])[C@@H:17]([CH2:23][O:24][C:25](=[O:27])[C:26]2[CH:52]=[CH:53][CH:48]=[CH:49][CH:50]=2)[O:16][C@@H:7]([S:8][C:9]2[CH:10]=[CH:11][C:12]([CH3:15])=[CH:13][CH:14]=2)[C@@H:6]1[NH:28][C:29]([O:31][CH2:32][C:33]([Cl:36])([Cl:35])[Cl:34])=[O:30])(=[O:3])[C:2]1[CH:45]=[CH:44][CH:43]=[CH:42][CH:41]=1, predict the reactants needed to synthesize it. (8) Given the product [Br:16][C:9]1[CH:10]=[CH:11][C:12]2[C:13]3[C:4](=[CH:3][C:2]([I:1])=[CH:15][CH:14]=3)[CH2:5][CH2:6][C:7]=2[CH:8]=1, predict the reactants needed to synthesize it. The reactants are: [I:1][C:2]1[CH:15]=[CH:14][C:13]2[C:12]3[C:7](=[CH:8][CH:9]=[CH:10][CH:11]=3)[CH2:6][CH2:5][C:4]=2[CH:3]=1.[Br:16]Br.S([O-])(O)=O.[Na+].